This data is from NCI-60 drug combinations with 297,098 pairs across 59 cell lines. The task is: Regression. Given two drug SMILES strings and cell line genomic features, predict the synergy score measuring deviation from expected non-interaction effect. (1) Drug 1: CC1CCC2CC(C(=CC=CC=CC(CC(C(=O)C(C(C(=CC(C(=O)CC(OC(=O)C3CCCCN3C(=O)C(=O)C1(O2)O)C(C)CC4CCC(C(C4)OC)O)C)C)O)OC)C)C)C)OC. Drug 2: C1C(C(OC1N2C=NC3=C2NC=NCC3O)CO)O. Cell line: HL-60(TB). Synergy scores: CSS=14.0, Synergy_ZIP=-5.58, Synergy_Bliss=0.296, Synergy_Loewe=-2.95, Synergy_HSA=0.184. (2) Drug 1: CCC1(CC2CC(C3=C(CCN(C2)C1)C4=CC=CC=C4N3)(C5=C(C=C6C(=C5)C78CCN9C7C(C=CC9)(C(C(C8N6C=O)(C(=O)OC)O)OC(=O)C)CC)OC)C(=O)OC)O.OS(=O)(=O)O. Drug 2: CCCCC(=O)OCC(=O)C1(CC(C2=C(C1)C(=C3C(=C2O)C(=O)C4=C(C3=O)C=CC=C4OC)O)OC5CC(C(C(O5)C)O)NC(=O)C(F)(F)F)O. Cell line: SNB-75. Synergy scores: CSS=42.7, Synergy_ZIP=-5.16, Synergy_Bliss=-4.30, Synergy_Loewe=-3.36, Synergy_HSA=-2.71. (3) Drug 1: CC1C(C(CC(O1)OC2CC(CC3=C2C(=C4C(=C3O)C(=O)C5=C(C4=O)C(=CC=C5)OC)O)(C(=O)C)O)N)O.Cl. Cell line: SR. Synergy scores: CSS=81.2, Synergy_ZIP=-6.31, Synergy_Bliss=-11.0, Synergy_Loewe=-11.7, Synergy_HSA=-8.60. Drug 2: C1CCC(C(C1)N)N.C(=O)(C(=O)[O-])[O-].[Pt+4].